From a dataset of Reaction yield outcomes from USPTO patents with 853,638 reactions. Predict the reaction yield, written as a fraction of the theoretical maximum amount of product (1.0 means a 100% yield; for example, 0.34 means a 34% yield). (1) The reactants are [C:1]([C:5]1[CH:6]=[C:7]2[C:12](=[C:13]([F:15])[CH:14]=1)[C:11](=[O:16])[N:10]([C:17]1[C:18]([CH2:40][OH:41])=[C:19]([N:23]3[C:27]4=[N:28][C:29]([NH:32][CH2:33][CH2:34][N:35]([CH3:37])[CH3:36])=[CH:30][CH:31]=[C:26]4[C:25]([C:38]#[N:39])=[CH:24]3)[CH:20]=[CH:21][CH:22]=1)[N:9]=[CH:8]2)([CH3:4])([CH3:3])[CH3:2].C([OH:44])C. The catalyst is O. The product is [C:1]([C:5]1[CH:6]=[C:7]2[C:12](=[C:13]([F:15])[CH:14]=1)[C:11](=[O:16])[N:10]([C:17]1[C:18]([CH2:40][OH:41])=[C:19]([N:23]3[C:27]4=[N:28][C:29]([NH:32][CH2:33][CH2:34][N:35]([CH3:37])[CH3:36])=[CH:30][CH:31]=[C:26]4[C:25]([C:38]([NH2:39])=[O:44])=[CH:24]3)[CH:20]=[CH:21][CH:22]=1)[N:9]=[CH:8]2)([CH3:4])([CH3:2])[CH3:3]. The yield is 0.710. (2) The reactants are F[C:2]1[N:7]2[CH:8]=[C:9]([CH2:11][N:12]([CH:25]3[C:34]4[N:33]=[CH:32][CH:31]=[CH:30][C:29]=4[CH2:28][CH2:27][CH2:26]3)[CH2:13][CH2:14][CH2:15][CH2:16][NH:17][C:18](=[O:24])[O:19][C:20]([CH3:23])([CH3:22])[CH3:21])[N:10]=[C:6]2[CH:5]=[CH:4][CH:3]=1.[NH:35]1[CH2:39][CH2:38][CH2:37][CH2:36]1. No catalyst specified. The product is [N:35]1([C:2]2[N:7]3[CH:8]=[C:9]([CH2:11][N:12]([CH:25]4[C:34]5[N:33]=[CH:32][CH:31]=[CH:30][C:29]=5[CH2:28][CH2:27][CH2:26]4)[CH2:13][CH2:14][CH2:15][CH2:16][NH:17][C:18](=[O:24])[O:19][C:20]([CH3:23])([CH3:22])[CH3:21])[N:10]=[C:6]3[CH:5]=[CH:4][CH:3]=2)[CH2:39][CH2:38][CH2:37][CH2:36]1. The yield is 0.580. (3) The reactants are [CH:1]([O:4][C:5]1[CH:10]=[CH:9][C:8](B(O)O)=[CH:7][CH:6]=1)([CH3:3])[CH3:2].Br[C:15]1[C:20](=[O:21])[N:19]([CH2:22][C:23]2[CH:28]=[CH:27][C:26]([C:29]3[C:30]([C:35]#[N:36])=[CH:31][CH:32]=[CH:33][CH:34]=3)=[CH:25][CH:24]=2)[C:18]([CH2:37][CH2:38][CH3:39])=[N:17][C:16]=1[CH2:40][CH3:41]. The catalyst is O1CCOCC1.C(=O)([O-])[O-].[Cs+].[Cs+].C(OCC)(=O)C.C1C=CC(P(C2C=CC=CC=2)[C-]2C=CC=C2)=CC=1.C1C=CC(P(C2C=CC=CC=2)[C-]2C=CC=C2)=CC=1.Cl[Pd]Cl.[Fe+2]. The product is [CH2:40]([C:16]1[N:17]=[C:18]([CH2:37][CH2:38][CH3:39])[N:19]([CH2:22][C:23]2[CH:28]=[CH:27][C:26]([C:29]3[C:30]([C:35]#[N:36])=[CH:31][CH:32]=[CH:33][CH:34]=3)=[CH:25][CH:24]=2)[C:20](=[O:21])[C:15]=1[C:8]1[CH:9]=[CH:10][C:5]([O:4][CH:1]([CH3:3])[CH3:2])=[CH:6][CH:7]=1)[CH3:41]. The yield is 0.890. (4) The reactants are [C:1]([O:4][C:5]1[CH:15]=[CH:14][CH:13]=[CH:12][C:6]=1[C:7]([O:9][CH2:10]Cl)=[O:8])(=[O:3])[CH3:2].[N+:16]([O:19][CH2:20][CH2:21][CH2:22][O:23][C:24]1[CH:32]=[CH:31][C:27]([C:28]([OH:30])=[O:29])=[CH:26][CH:25]=1)([O-:18])=[O:17].CCN(CC)CC. The catalyst is CN(C=O)C.O. The product is [C:1]([O:4][C:5]1[CH:15]=[CH:14][CH:13]=[CH:12][C:6]=1[C:7]([O:9][CH2:10][O:30][C:28](=[O:29])[C:27]1[CH:26]=[CH:25][C:24]([O:23][CH2:22][CH2:21][CH2:20][O:19][N+:16]([O-:18])=[O:17])=[CH:32][CH:31]=1)=[O:8])(=[O:3])[CH3:2]. The yield is 0.450. (5) The reactants are [Cl:1][C:2]1[C:3](F)=[C:4]([I:13])[C:5]([O:11][CH3:12])=[C:6]([C:8](=[O:10])[CH3:9])[CH:7]=1.[C-:15]#[N:16].[K+].C(=O)(O)[O-].[Na+].O. The catalyst is CN(C)C=O.C(OCC)(=O)C. The product is [C:8]([C:6]1[CH:7]=[C:2]([Cl:1])[C:3]([C:15]#[N:16])=[C:4]([I:13])[C:5]=1[O:11][CH3:12])(=[O:10])[CH3:9]. The yield is 0.610. (6) The reactants are CC1(C)C(C)(C)OB([C:9]2[CH:17]=[C:16]([C:18]([F:21])([F:20])[F:19])[CH:15]=[C:14]3[C:10]=2[CH:11]=[N:12][NH:13]3)O1.I[C:24]1[C:29](=[O:30])[NH:28][CH:27]=[C:26]([C:31]([O:33][CH3:34])=[O:32])[CH:25]=1. The catalyst is O1CCOCC1.C([O-])(O)=O.[Na+].C1C=CC(P(C2C=CC=CC=2)[C-]2C=CC=C2)=CC=1.C1C=CC(P(C2C=CC=CC=2)[C-]2C=CC=C2)=CC=1.Cl[Pd]Cl.[Fe+2]. The product is [O:30]=[C:29]1[NH:28][CH:27]=[C:26]([C:31]([O:33][CH3:34])=[O:32])[CH:25]=[C:24]1[C:9]1[CH:17]=[C:16]([C:18]([F:19])([F:20])[F:21])[CH:15]=[C:14]2[C:10]=1[CH:11]=[N:12][NH:13]2. The yield is 0.150. (7) The reactants are O[CH:2]1[CH:6]2[O:7][C:8](=[O:18])[CH:9]3[CH:10]([C:11]([O:13][C:14]([CH3:17])([CH3:16])[CH3:15])=[O:12])[CH:3]1[CH2:4][CH:5]23.C(N(CC)CC)C.[C:26](Cl)(=[O:30])[C:27]([CH3:29])=[CH2:28].C(=O)([O-])O.[Na+]. The catalyst is C(#N)C. The product is [C:26]([CH:2]1[CH:6]2[O:7][C:8](=[O:18])[CH:9]3[CH:10]([C:11]([O:13][C:14]([CH3:16])([CH3:15])[CH3:17])=[O:12])[CH:3]1[CH2:4][CH:5]23)(=[O:30])[C:27]([CH3:29])=[CH2:28]. The yield is 0.690. (8) The reactants are [F:1][C:2]1[CH:7]=[CH:6][CH:5]=[C:4]([F:8])[C:3]=1[C:9]1[O:10][C:11]([C:17]2[CH:22]=[CH:21][C:20]([OH:23])=[CH:19][CH:18]=2)=[C:12]([C:14]([NH2:16])=[O:15])[N:13]=1.C([O-])([O-])=O.[K+].[K+].[CH2:30]([CH:32]1[O:34][CH2:33]1)Cl. The catalyst is CN(C=O)C.CCOC(C)=O. The product is [F:1][C:2]1[CH:7]=[CH:6][CH:5]=[C:4]([F:8])[C:3]=1[C:9]1[O:10][C:11]([C:17]2[CH:18]=[CH:19][C:20]([O:23][CH2:30][CH:32]3[CH2:33][O:34]3)=[CH:21][CH:22]=2)=[C:12]([C:14]([NH2:16])=[O:15])[N:13]=1. The yield is 0.870. (9) The reactants are Cl[CH2:2][C:3]1[CH:28]=[CH:27][C:6]([C:7]([NH:9][C:10]2[S:11][C:12]3[C:18]([N:19]4[CH2:24][CH2:23][O:22][CH2:21][CH2:20]4)=[CH:17][CH:16]=[C:15]([O:25][CH3:26])[C:13]=3[N:14]=2)=[O:8])=[CH:5][CH:4]=1.[CH3:29][O:30][CH2:31][CH2:32][NH:33][CH3:34]. No catalyst specified. The product is [CH3:29][O:30][CH2:31][CH2:32][N:33]([CH2:2][C:3]1[CH:28]=[CH:27][C:6]([C:7]([NH:9][C:10]2[S:11][C:12]3[C:18]([N:19]4[CH2:24][CH2:23][O:22][CH2:21][CH2:20]4)=[CH:17][CH:16]=[C:15]([O:25][CH3:26])[C:13]=3[N:14]=2)=[O:8])=[CH:5][CH:4]=1)[CH3:34]. The yield is 0.550.